Dataset: NCI-60 drug combinations with 297,098 pairs across 59 cell lines. Task: Regression. Given two drug SMILES strings and cell line genomic features, predict the synergy score measuring deviation from expected non-interaction effect. (1) Drug 1: CN(C(=O)NC(C=O)C(C(C(CO)O)O)O)N=O. Drug 2: B(C(CC(C)C)NC(=O)C(CC1=CC=CC=C1)NC(=O)C2=NC=CN=C2)(O)O. Cell line: HL-60(TB). Synergy scores: CSS=65.0, Synergy_ZIP=0.0535, Synergy_Bliss=1.67, Synergy_Loewe=-52.4, Synergy_HSA=0.981. (2) Drug 1: CN1C2=C(C=C(C=C2)N(CCCl)CCCl)N=C1CCCC(=O)O.Cl. Drug 2: CN(CCCl)CCCl.Cl. Cell line: KM12. Synergy scores: CSS=21.5, Synergy_ZIP=-10.3, Synergy_Bliss=-2.84, Synergy_Loewe=-11.9, Synergy_HSA=-0.0231. (3) Drug 1: CCCS(=O)(=O)NC1=C(C(=C(C=C1)F)C(=O)C2=CNC3=C2C=C(C=N3)C4=CC=C(C=C4)Cl)F. Drug 2: CC(C)NC(=O)C1=CC=C(C=C1)CNNC.Cl. Cell line: PC-3. Synergy scores: CSS=-0.720, Synergy_ZIP=1.97, Synergy_Bliss=2.84, Synergy_Loewe=-0.473, Synergy_HSA=-0.530. (4) Drug 1: CCC1=CC2CC(C3=C(CN(C2)C1)C4=CC=CC=C4N3)(C5=C(C=C6C(=C5)C78CCN9C7C(C=CC9)(C(C(C8N6C)(C(=O)OC)O)OC(=O)C)CC)OC)C(=O)OC.C(C(C(=O)O)O)(C(=O)O)O. Drug 2: CC12CCC3C(C1CCC2O)C(CC4=C3C=CC(=C4)O)CCCCCCCCCS(=O)CCCC(C(F)(F)F)(F)F. Cell line: HCC-2998. Synergy scores: CSS=59.0, Synergy_ZIP=4.91, Synergy_Bliss=4.43, Synergy_Loewe=-19.9, Synergy_HSA=2.78. (5) Drug 1: CC1=CC2C(CCC3(C2CCC3(C(=O)C)OC(=O)C)C)C4(C1=CC(=O)CC4)C. Drug 2: C1=NC(=NC(=O)N1C2C(C(C(O2)CO)O)O)N. Cell line: EKVX. Synergy scores: CSS=6.45, Synergy_ZIP=-0.713, Synergy_Bliss=1.70, Synergy_Loewe=0.787, Synergy_HSA=1.08. (6) Drug 1: C1=CC(=CC=C1CCC2=CNC3=C2C(=O)NC(=N3)N)C(=O)NC(CCC(=O)O)C(=O)O. Drug 2: CC12CCC3C(C1CCC2OP(=O)(O)O)CCC4=C3C=CC(=C4)OC(=O)N(CCCl)CCCl.[Na+]. Cell line: NCI-H460. Synergy scores: CSS=30.7, Synergy_ZIP=-2.40, Synergy_Bliss=-5.47, Synergy_Loewe=-13.6, Synergy_HSA=-4.38. (7) Drug 1: CN(C)N=NC1=C(NC=N1)C(=O)N. Drug 2: C1=CC=C(C=C1)NC(=O)CCCCCCC(=O)NO. Cell line: HCC-2998. Synergy scores: CSS=-7.45, Synergy_ZIP=-2.91, Synergy_Bliss=-15.1, Synergy_Loewe=-53.6, Synergy_HSA=-15.2.